From a dataset of NCI-60 drug combinations with 297,098 pairs across 59 cell lines. Regression. Given two drug SMILES strings and cell line genomic features, predict the synergy score measuring deviation from expected non-interaction effect. (1) Drug 2: C1CN(P(=O)(OC1)NCCCl)CCCl. Synergy scores: CSS=-1.68, Synergy_ZIP=-4.22, Synergy_Bliss=-4.47, Synergy_Loewe=-18.8, Synergy_HSA=-7.19. Cell line: OVCAR-4. Drug 1: CCN(CC)CCCC(C)NC1=C2C=C(C=CC2=NC3=C1C=CC(=C3)Cl)OC. (2) Drug 1: C1=NC2=C(N=C(N=C2N1C3C(C(C(O3)CO)O)O)F)N. Drug 2: CN(C(=O)NC(C=O)C(C(C(CO)O)O)O)N=O. Cell line: A498. Synergy scores: CSS=-3.24, Synergy_ZIP=0.236, Synergy_Bliss=-1.75, Synergy_Loewe=-3.99, Synergy_HSA=-3.90. (3) Drug 1: C1=CC(=CC=C1CCCC(=O)O)N(CCCl)CCCl. Drug 2: COCCOC1=C(C=C2C(=C1)C(=NC=N2)NC3=CC=CC(=C3)C#C)OCCOC.Cl. Cell line: SR. Synergy scores: CSS=62.1, Synergy_ZIP=3.88, Synergy_Bliss=3.31, Synergy_Loewe=-0.425, Synergy_HSA=3.44. (4) Cell line: BT-549. Synergy scores: CSS=21.8, Synergy_ZIP=-5.15, Synergy_Bliss=2.22, Synergy_Loewe=-2.20, Synergy_HSA=5.41. Drug 2: C1C(C(OC1N2C=NC(=NC2=O)N)CO)O. Drug 1: CC(CN1CC(=O)NC(=O)C1)N2CC(=O)NC(=O)C2. (5) Drug 1: CC1CCC2CC(C(=CC=CC=CC(CC(C(=O)C(C(C(=CC(C(=O)CC(OC(=O)C3CCCCN3C(=O)C(=O)C1(O2)O)C(C)CC4CCC(C(C4)OC)O)C)C)O)OC)C)C)C)OC. Drug 2: CCC1(CC2CC(C3=C(CCN(C2)C1)C4=CC=CC=C4N3)(C5=C(C=C6C(=C5)C78CCN9C7C(C=CC9)(C(C(C8N6C)(C(=O)OC)O)OC(=O)C)CC)OC)C(=O)OC)O.OS(=O)(=O)O. Cell line: SNB-75. Synergy scores: CSS=-0.990, Synergy_ZIP=0.350, Synergy_Bliss=-0.552, Synergy_Loewe=-1.23, Synergy_HSA=-1.38. (6) Drug 1: CC1C(C(CC(O1)OC2CC(CC3=C2C(=C4C(=C3O)C(=O)C5=C(C4=O)C(=CC=C5)OC)O)(C(=O)CO)O)N)O.Cl. Drug 2: CN(CCCl)CCCl.Cl. Cell line: SN12C. Synergy scores: CSS=42.7, Synergy_ZIP=2.89, Synergy_Bliss=5.12, Synergy_Loewe=2.13, Synergy_HSA=5.29. (7) Drug 1: CN1CCC(CC1)COC2=C(C=C3C(=C2)N=CN=C3NC4=C(C=C(C=C4)Br)F)OC. Drug 2: C1CCC(C1)C(CC#N)N2C=C(C=N2)C3=C4C=CNC4=NC=N3. Cell line: SNB-75. Synergy scores: CSS=1.45, Synergy_ZIP=-1.04, Synergy_Bliss=0.844, Synergy_Loewe=-10.6, Synergy_HSA=-2.63.